This data is from Full USPTO retrosynthesis dataset with 1.9M reactions from patents (1976-2016). The task is: Predict the reactants needed to synthesize the given product. (1) Given the product [C:1]([N:25]1[CH2:26][CH2:27][N:22]([CH2:21][C:11]2[N:10]([CH2:9][C:8]([CH3:29])([CH3:28])[CH3:7])[C:14]3[N:15]=[C:16]([C:19]#[N:20])[N:17]=[CH:18][C:13]=3[CH:12]=2)[CH2:23][CH2:24]1)(=[O:6])[CH2:2][CH2:3][CH3:4], predict the reactants needed to synthesize it. The reactants are: [C:1]([OH:6])(=O)[CH2:2][CH2:3][CH3:4].[CH3:7][C:8]([CH3:29])([CH3:28])[CH2:9][N:10]1[C:14]2[N:15]=[C:16]([C:19]#[N:20])[N:17]=[CH:18][C:13]=2[CH:12]=[C:11]1[CH2:21][N:22]1[CH2:27][CH2:26][NH:25][CH2:24][CH2:23]1.C1C=CC2N(O)N=NC=2C=1.Cl.[Cl-].[NH4+]. (2) Given the product [C:1]([N:4]1[CH2:9][CH2:8][C:7]2[N:10]([C:18]3[CH:23]=[CH:22][CH:21]=[C:20]([C:24]#[C:25][C@:26]4([OH:33])[CH2:30][CH2:29][N:28]([CH3:31])[C:27]4=[O:32])[CH:19]=3)[N:11]=[C:12]([C:13]([NH2:34])=[O:15])[C:6]=2[CH2:5]1)(=[O:3])[CH3:2], predict the reactants needed to synthesize it. The reactants are: [C:1]([N:4]1[CH2:9][CH2:8][C:7]2[N:10]([C:18]3[CH:23]=[CH:22][CH:21]=[C:20]([C:24]#[C:25][C@:26]4([OH:33])[CH2:30][CH2:29][N:28]([CH3:31])[C:27]4=[O:32])[CH:19]=3)[N:11]=[C:12]([C:13]([O:15]CC)=O)[C:6]=2[CH2:5]1)(=[O:3])[CH3:2].[NH3:34]. (3) Given the product [CH3:12][O:13][C:14]1[CH:15]=[C:16]([N:20]=[CH:10][C:2]2[CH:3]=[C:4]3[CH:9]=[CH:8][CH:7]=[CH:6][N:5]3[N:1]=2)[CH:17]=[N:18][CH:19]=1, predict the reactants needed to synthesize it. The reactants are: [N:1]1[N:5]2[CH:6]=[CH:7][CH:8]=[CH:9][C:4]2=[CH:3][C:2]=1[CH:10]=O.[CH3:12][O:13][C:14]1[CH:15]=[C:16]([NH2:20])[CH:17]=[N:18][CH:19]=1.